This data is from Retrosynthesis with 50K atom-mapped reactions and 10 reaction types from USPTO. The task is: Predict the reactants needed to synthesize the given product. Given the product COC(=O)COc1ccc(N)c(F)c1, predict the reactants needed to synthesize it. The reactants are: COC(=O)COc1ccc([N+](=O)[O-])c(F)c1.